Dataset: Peptide-MHC class I binding affinity with 185,985 pairs from IEDB/IMGT. Task: Regression. Given a peptide amino acid sequence and an MHC pseudo amino acid sequence, predict their binding affinity value. This is MHC class I binding data. The binding affinity (normalized) is 0.180. The MHC is HLA-A24:02 with pseudo-sequence HLA-A24:02. The peptide sequence is YLLFGIKCI.